Dataset: Peptide-MHC class I binding affinity with 185,985 pairs from IEDB/IMGT. Task: Regression. Given a peptide amino acid sequence and an MHC pseudo amino acid sequence, predict their binding affinity value. This is MHC class I binding data. (1) The peptide sequence is GYDRRGEKY. The MHC is HLA-A30:01 with pseudo-sequence HLA-A30:01. The binding affinity (normalized) is 0.0847. (2) The MHC is HLA-B57:01 with pseudo-sequence HLA-B57:01. The binding affinity (normalized) is 0.0847. The peptide sequence is RGRIGRTYL. (3) The peptide sequence is ELNDRFANYI. The MHC is HLA-A02:06 with pseudo-sequence HLA-A02:06. The binding affinity (normalized) is 0.00949. (4) The peptide sequence is SYLPNNFSISE. The MHC is H-2-Kd with pseudo-sequence H-2-Kd. The binding affinity (normalized) is 0.0264. (5) The peptide sequence is KRSTPFYTK. The MHC is HLA-A30:01 with pseudo-sequence HLA-A30:01. The binding affinity (normalized) is 0.0847.